Dataset: Full USPTO retrosynthesis dataset with 1.9M reactions from patents (1976-2016). Task: Predict the reactants needed to synthesize the given product. Given the product [ClH:26].[C:24]([C:22]1[CH:23]=[C:19]([C:17]2[O:16][N:15]=[C:14]([C@H:10]3[CH2:11][CH2:12][CH2:13][NH:8][CH2:9]3)[N:18]=2)[NH:20][CH:21]=1)#[N:25], predict the reactants needed to synthesize it. The reactants are: C(OC([N:8]1[CH2:13][CH2:12][CH2:11][C@H:10]([C:14]2[N:18]=[C:17]([C:19]3[NH:20][CH:21]=[C:22]([C:24]#[N:25])[CH:23]=3)[O:16][N:15]=2)[CH2:9]1)=O)(C)(C)C.[ClH:26].